Dataset: Full USPTO retrosynthesis dataset with 1.9M reactions from patents (1976-2016). Task: Predict the reactants needed to synthesize the given product. Given the product [CH3:40][S:41]([OH:44])(=[O:43])=[O:42].[I-:52].[CH:45]([NH:48][C:49]([O:50][CH2:51][N+:36]1[CH:37]=[CH:38][CH:39]=[C:34]([C:32]2[CH:31]=[CH:30][N:29]=[C:28]([NH:27][C:3]3[CH:4]=[C:5]([C:6](=[O:7])[NH:8][C:9]4[CH:14]=[C:13]([C:15]([F:16])([F:17])[F:18])[CH:12]=[C:11]([N:19]5[CH:23]=[C:22]([CH3:24])[N:21]=[CH:20]5)[CH:10]=4)[CH:25]=[CH:26][C:2]=3[CH3:1])[N:33]=2)[CH:35]=1)=[O:53])([CH3:47])[CH3:46], predict the reactants needed to synthesize it. The reactants are: [CH3:1][C:2]1[CH:26]=[CH:25][C:5]([C:6]([NH:8][C:9]2[CH:14]=[C:13]([C:15]([F:18])([F:17])[F:16])[CH:12]=[C:11]([N:19]3[CH:23]=[C:22]([CH3:24])[N:21]=[CH:20]3)[CH:10]=2)=[O:7])=[CH:4][C:3]=1[NH:27][C:28]1[N:33]=[C:32]([C:34]2[CH:35]=[N:36][CH:37]=[CH:38][CH:39]=2)[CH:31]=[CH:30][N:29]=1.[CH3:40][S:41]([OH:44])(=[O:43])=[O:42].[CH:45]([NH:48][C:49](=[O:53])[O:50][CH2:51][I:52])([CH3:47])[CH3:46].